From a dataset of Catalyst prediction with 721,799 reactions and 888 catalyst types from USPTO. Predict which catalyst facilitates the given reaction. Reactant: [CH2:1]([Zn]CC)C.CCCCCC.C(O)(C(F)(F)F)=O.C(I)I.C(OC([N:29]1[CH2:34][CH2:33][N:32]2[C:35]([CH3:40])=[N:36][C:37]([CH:38]=[CH2:39])=[C:31]2[CH:30]1[CH2:41][CH2:42][C:43]1[CH:48]=[CH:47][C:46]([C:49]([F:52])([F:51])[F:50])=[CH:45][CH:44]=1)=O)(C)(C)C.C([O-])(O)=O.[Na+]. Product: [CH:38]1([C:37]2[N:36]=[C:35]([CH3:40])[N:32]3[CH2:33][CH2:34][NH:29][CH:30]([CH2:41][CH2:42][C:43]4[CH:48]=[CH:47][C:46]([C:49]([F:50])([F:52])[F:51])=[CH:45][CH:44]=4)[C:31]=23)[CH2:39][CH2:1]1. The catalyst class is: 2.